Dataset: NCI-60 drug combinations with 297,098 pairs across 59 cell lines. Task: Regression. Given two drug SMILES strings and cell line genomic features, predict the synergy score measuring deviation from expected non-interaction effect. (1) Drug 1: C1=CC=C(C(=C1)C(C2=CC=C(C=C2)Cl)C(Cl)Cl)Cl. Drug 2: C1C(C(OC1N2C=NC(=NC2=O)N)CO)O. Cell line: SF-268. Synergy scores: CSS=-2.82, Synergy_ZIP=0.591, Synergy_Bliss=-0.303, Synergy_Loewe=-1.61, Synergy_HSA=-2.03. (2) Drug 1: C(=O)(N)NO. Drug 2: CC1=C(C=C(C=C1)C(=O)NC2=CC(=CC(=C2)C(F)(F)F)N3C=C(N=C3)C)NC4=NC=CC(=N4)C5=CN=CC=C5. Cell line: SF-268. Synergy scores: CSS=1.07, Synergy_ZIP=2.20, Synergy_Bliss=4.33, Synergy_Loewe=-1.89, Synergy_HSA=-1.39. (3) Drug 1: C1=CN(C(=O)N=C1N)C2C(C(C(O2)CO)O)O.Cl. Drug 2: C1=NC2=C(N=C(N=C2N1C3C(C(C(O3)CO)O)O)F)N. Cell line: HCT-15. Synergy scores: CSS=30.3, Synergy_ZIP=-4.36, Synergy_Bliss=-6.06, Synergy_Loewe=-4.29, Synergy_HSA=-2.56. (4) Drug 1: CCC(=C(C1=CC=CC=C1)C2=CC=C(C=C2)OCCN(C)C)C3=CC=CC=C3.C(C(=O)O)C(CC(=O)O)(C(=O)O)O. Drug 2: CC12CCC3C(C1CCC2O)C(CC4=C3C=CC(=C4)O)CCCCCCCCCS(=O)CCCC(C(F)(F)F)(F)F. Cell line: COLO 205. Synergy scores: CSS=16.1, Synergy_ZIP=-0.646, Synergy_Bliss=3.10, Synergy_Loewe=1.47, Synergy_HSA=2.14. (5) Drug 2: CN(C(=O)NC(C=O)C(C(C(CO)O)O)O)N=O. Synergy scores: CSS=-8.04, Synergy_ZIP=1.41, Synergy_Bliss=-3.64, Synergy_Loewe=-7.07, Synergy_HSA=-7.10. Drug 1: CC1=C(C=C(C=C1)NC2=NC=CC(=N2)N(C)C3=CC4=NN(C(=C4C=C3)C)C)S(=O)(=O)N.Cl. Cell line: A498. (6) Drug 1: C1=CC(=CC=C1CC(C(=O)O)N)N(CCCl)CCCl.Cl. Drug 2: COC1=C2C(=CC3=C1OC=C3)C=CC(=O)O2. Cell line: A498. Synergy scores: CSS=1.65, Synergy_ZIP=0.819, Synergy_Bliss=3.83, Synergy_Loewe=-1.65, Synergy_HSA=-1.01. (7) Drug 1: C1=C(C(=O)NC(=O)N1)N(CCCl)CCCl. Drug 2: C1C(C(OC1N2C=NC3=C(N=C(N=C32)Cl)N)CO)O. Cell line: HCT116. Synergy scores: CSS=34.0, Synergy_ZIP=0.0994, Synergy_Bliss=2.84, Synergy_Loewe=-1.11, Synergy_HSA=2.61. (8) Drug 1: C1=NC2=C(N1)C(=S)N=CN2. Drug 2: CC1C(C(CC(O1)OC2CC(CC3=C2C(=C4C(=C3O)C(=O)C5=CC=CC=C5C4=O)O)(C(=O)C)O)N)O. Cell line: PC-3. Synergy scores: CSS=46.1, Synergy_ZIP=-4.35, Synergy_Bliss=-4.10, Synergy_Loewe=-0.682, Synergy_HSA=0.0319. (9) Drug 1: C1CC2CC3=C(CC1C24CN(S(=O)(=O)N4)CC(F)(F)F)C=CC(=C3)C=CCN5CCC(CC5)C(F)(F)F. Synergy scores: CSS=44.5, Synergy_ZIP=-2.88, Synergy_Bliss=-3.32, Synergy_Loewe=-3.74, Synergy_HSA=2.61. Drug 2: CN(CC1=CN=C2C(=N1)C(=NC(=N2)N)N)C3=CC=C(C=C3)C(=O)NC(CCC(=O)O)C(=O)O. Cell line: T-47D. (10) Drug 1: CC1=C(C=C(C=C1)NC2=NC=CC(=N2)N(C)C3=CC4=NN(C(=C4C=C3)C)C)S(=O)(=O)N.Cl. Drug 2: CCC1=CC2CC(C3=C(CN(C2)C1)C4=CC=CC=C4N3)(C5=C(C=C6C(=C5)C78CCN9C7C(C=CC9)(C(C(C8N6C)(C(=O)OC)O)OC(=O)C)CC)OC)C(=O)OC.C(C(C(=O)O)O)(C(=O)O)O. Cell line: SF-295. Synergy scores: CSS=54.4, Synergy_ZIP=3.97, Synergy_Bliss=5.84, Synergy_Loewe=-18.4, Synergy_HSA=7.69.